This data is from Reaction yield outcomes from USPTO patents with 853,638 reactions. The task is: Predict the reaction yield, written as a fraction of the theoretical maximum amount of product (1.0 means a 100% yield; for example, 0.34 means a 34% yield). The reactants are C([O-])(=O)C.[Na+].Br[CH:7](Br)[C:8](=O)[C:9]([F:12])([CH3:11])[CH3:10].C(=O)(O)O.[NH2:19][NH:20][C:21]([NH2:23])=[NH:22].[OH-].[Na+]. The catalyst is O. The product is [NH2:23][C:21]1[N:20]=[N:19][CH:7]=[C:8]([C:9]([F:12])([CH3:11])[CH3:10])[N:22]=1. The yield is 0.510.